Dataset: Full USPTO retrosynthesis dataset with 1.9M reactions from patents (1976-2016). Task: Predict the reactants needed to synthesize the given product. (1) Given the product [CH2:39]([O:38][C:35]1[CH:36]=[CH:37][N:32]([C:29]2[CH:30]=[CH:31][C:26]3[N:25]=[C:56]([CH:54]4[CH2:55][CH:53]4[C:51]([O:50][CH3:49])=[O:52])[N:47]([CH3:48])[C:27]=3[CH:28]=2)[C:33](=[O:46])[CH:34]=1)[C:40]1[CH:41]=[CH:42][CH:43]=[CH:44][CH:45]=1, predict the reactants needed to synthesize it. The reactants are: CN(C(ON1N=NC2C=CC=NC1=2)=[N+](C)C)C.F[P-](F)(F)(F)(F)F.[NH2:25][C:26]1[CH:31]=[CH:30][C:29]([N:32]2[CH:37]=[CH:36][C:35]([O:38][CH2:39][C:40]3[CH:45]=[CH:44][CH:43]=[CH:42][CH:41]=3)=[CH:34][C:33]2=[O:46])=[CH:28][C:27]=1[NH:47][CH3:48].[CH3:49][O:50][C:51]([CH:53]1[CH2:55][CH:54]1[C:56](O)=O)=[O:52].C(N(CC)C(C)C)(C)C. (2) Given the product [OH:46][NH:47][C:26]([C:23]1[CH:24]=[C:25]2[C:20](=[CH:21][CH:22]=1)[N:19]([CH3:29])[CH:18]=[C:17]2[CH2:16][C:13]1[CH:14]=[CH:15][C:10]([NH:9][C:1](=[O:8])[C:2]2[CH:3]=[CH:4][CH:5]=[CH:6][CH:7]=2)=[CH:11][CH:12]=1)=[O:27], predict the reactants needed to synthesize it. The reactants are: [C:1]([NH:9][C:10]1[CH:15]=[CH:14][C:13]([CH2:16][C:17]2[C:25]3[C:20](=[CH:21][CH:22]=[C:23]([C:26](O)=[O:27])[CH:24]=3)[N:19]([CH3:29])[CH:18]=2)=[CH:12][CH:11]=1)(=[O:8])[C:2]1[CH:7]=[CH:6][CH:5]=[CH:4][CH:3]=1.CCN(C(C)C)C(C)C.CN(C([O:46][N:47]1N=NC2C=CC=NC1=2)=[N+](C)C)C.F[P-](F)(F)(F)(F)F.Cl.NO. (3) Given the product [F:1][C:2]1[CH:3]=[CH:4][C:5]([CH2:27][N:28]2[C:32]([CH3:33])([CH3:34])[C:31](=[O:35])[N:30]([C:36]3[CH:41]=[CH:40][C:39]([F:42])=[C:38]([C:43]([F:45])([F:44])[F:46])[CH:37]=3)[C:29]2=[O:47])=[C:6]([NH:8][C:9](=[O:26])[NH:10][C:11]2[CH:25]=[CH:24][C:14]([C:15]([NH:17][S:18]([CH3:21])(=[O:19])=[O:20])=[O:16])=[CH:13][CH:12]=2)[CH:7]=1, predict the reactants needed to synthesize it. The reactants are: [F:1][C:2]1[CH:3]=[CH:4][C:5]([CH2:27][N:28]2[C:32]([CH3:34])([CH3:33])[C:31](=[O:35])[N:30]([C:36]3[CH:41]=[CH:40][C:39]([F:42])=[C:38]([C:43]([F:46])([F:45])[F:44])[CH:37]=3)[C:29]2=[O:47])=[C:6]([NH:8][C:9](=[O:26])[NH:10][C:11]2[CH:25]=[CH:24][C:14]([C:15]([NH:17][S:18]([CH:21]3CC3)(=[O:20])=[O:19])=[O:16])=[CH:13][CH:12]=2)[CH:7]=1.FC(F)(F)S(N)(=O)=O.C(S(N)(=O)=O)(C)(C)C.C(S(N)(=O)=O)C1C=CC=CC=1.C1(S(N)(=O)=O)CC1. (4) Given the product [CH3:15][N:16]1[CH:20]=[CH:19][C:18]([NH:21][C:22]([C:24]2[C:29]([CH3:30])=[C:28]([C:6]#[N:7])[CH:27]=[C:26]([CH3:32])[N:25]=2)=[O:23])=[N:17]1, predict the reactants needed to synthesize it. The reactants are: C(OC([C:6]1C=C(C#N)C=C(C)[N:7]=1)=O)C.[CH3:15][N:16]1[CH:20]=[CH:19][C:18]([NH:21][C:22]([C:24]2[C:29]([CH3:30])=[C:28](Br)[CH:27]=[C:26]([CH3:32])[N:25]=2)=[O:23])=[N:17]1. (5) Given the product [CH3:28][O:29][CH2:30][CH2:31][N:10]1[C:9]2[C:4](=[N:5][C:6]([C:11]3[CH:12]=[N:13][N:14]4[CH:19]=[CH:18][C:17]([C:20]#[N:21])=[CH:16][C:15]=34)=[N:7][CH:8]=2)[N:3]([CH:22]2[CH2:23][CH2:24][O:25][CH2:26][CH2:27]2)[C:2]1=[O:1], predict the reactants needed to synthesize it. The reactants are: [O:1]=[C:2]1[NH:10][C:9]2[C:4](=[N:5][C:6]([C:11]3[CH:12]=[N:13][N:14]4[CH:19]=[CH:18][C:17]([C:20]#[N:21])=[CH:16][C:15]=34)=[N:7][CH:8]=2)[N:3]1[CH:22]1[CH2:27][CH2:26][O:25][CH2:24][CH2:23]1.[CH3:28][O:29][CH2:30][CH2:31]Br. (6) Given the product [F:13][C:14]1[CH:15]=[N:16][C:17]2[C:22]([C:23]=1[I:24])=[CH:21][CH:20]=[CH:19][CH:18]=2, predict the reactants needed to synthesize it. The reactants are: C(NC(C)C)(C)C.C([Li])CCC.[F:13][C:14]1[CH:15]=[N:16][C:17]2[C:22]([CH:23]=1)=[CH:21][CH:20]=[CH:19][CH:18]=2.[I:24]I. (7) Given the product [CH3:15][S:16]([O:14][CH2:13][C:3]1[C:2]([Cl:1])=[CH:7][CH:6]=[C:5]([NH:8][C:9](=[O:11])[CH3:10])[C:4]=1[F:12])(=[O:18])=[O:17], predict the reactants needed to synthesize it. The reactants are: [Cl:1][C:2]1[CH:7]=[CH:6][C:5]([NH:8][C:9](=[O:11])[CH3:10])=[C:4]([F:12])[C:3]=1[CH2:13][OH:14].[CH3:15][S:16](Cl)(=[O:18])=[O:17].